This data is from Reaction yield outcomes from USPTO patents with 853,638 reactions. The task is: Predict the reaction yield, written as a fraction of the theoretical maximum amount of product (1.0 means a 100% yield; for example, 0.34 means a 34% yield). The catalyst is C(O)(=O)C. The product is [CH:1]1[C:10]2[C:5](=[CH:6][CH:7]=[CH:8][CH:9]=2)[CH:4]=[CH:3][C:2]=1[C:11]1[CH:12]=[CH:13][C:14]([C:17]2[C:18]3[C:23]([C:24]([C:32]4[CH:37]=[CH:36][C:35]([C:38]5[CH:47]=[CH:46][C:45]6[C:40](=[CH:41][CH:42]=[CH:43][CH:44]=6)[CH:39]=5)=[CH:34][CH:33]=4)=[C:25]4[C:30]=2[CH:29]=[CH:28][CH:27]=[CH:26]4)=[CH:22][CH:21]=[CH:20][CH:19]=3)=[CH:15][CH:16]=1. The yield is 0.980. The reactants are [CH:1]1[C:10]2[C:5](=[CH:6][CH:7]=[CH:8][CH:9]=2)[CH:4]=[CH:3][C:2]=1[C:11]1[CH:16]=[CH:15][C:14]([C:17]2(O)[C:30]3[CH:29]=[CH:28][CH:27]=[CH:26][C:25]=3[C:24]([C:32]3[CH:37]=[CH:36][C:35]([C:38]4[CH:47]=[CH:46][C:45]5[C:40](=[CH:41][CH:42]=[CH:43][CH:44]=5)[CH:39]=4)=[CH:34][CH:33]=3)(O)[C:23]3[C:18]2=[CH:19][CH:20]=[CH:21][CH:22]=3)=[CH:13][CH:12]=1.I.[PH2](O)=O.